This data is from Forward reaction prediction with 1.9M reactions from USPTO patents (1976-2016). The task is: Predict the product of the given reaction. (1) Given the reactants [C:1]([C:5]1[N:10]=[CH:9][C:8]([C:11]2[N:12]([C:32]([N:34]3[CH2:39][CH2:38][CH:37]([CH2:40][C:41]([OH:43])=O)[CH2:36][CH2:35]3)=[O:33])[C@@:13]([C:25]3[CH:30]=[CH:29][C:28]([Cl:31])=[CH:27][CH:26]=3)([CH3:24])[C@@:14]([C:17]3[CH:22]=[CH:21][C:20]([Cl:23])=[CH:19][CH:18]=3)([CH3:16])[N:15]=2)=[C:7]([O:44][CH2:45][CH3:46])[CH:6]=1)([CH3:4])([CH3:3])[CH3:2].[NH2:47][C@@H:48]([CH2:50][CH3:51])[CH3:49], predict the reaction product. The product is: [C@H:48]([NH:47][C:41](=[O:43])[CH2:40][CH:37]1[CH2:36][CH2:35][N:34]([C:32]([N:12]2[C@@:13]([C:25]3[CH:26]=[CH:27][C:28]([Cl:31])=[CH:29][CH:30]=3)([CH3:24])[C@@:14]([C:17]3[CH:22]=[CH:21][C:20]([Cl:23])=[CH:19][CH:18]=3)([CH3:16])[N:15]=[C:11]2[C:8]2[CH:9]=[N:10][C:5]([C:1]([CH3:2])([CH3:4])[CH3:3])=[CH:6][C:7]=2[O:44][CH2:45][CH3:46])=[O:33])[CH2:39][CH2:38]1)([CH2:50][CH3:51])[CH3:49]. (2) Given the reactants [BH4-].[Na+].[CH3:3][O:4][C:5](=[O:30])[C:6]([C:8]1[C:9]([CH3:29])=[C:10]([S:18][C:19]2[CH:24]=[CH:23][C:22]([S:25]([CH3:28])(=[O:27])=[O:26])=[CH:21][CH:20]=2)[N:11]2[C:16]=1[CH:15]=[C:14]([Cl:17])[CH:13]=[CH:12]2)=[O:7], predict the reaction product. The product is: [CH3:3][O:4][C:5](=[O:30])[CH:6]([C:8]1[C:9]([CH3:29])=[C:10]([S:18][C:19]2[CH:24]=[CH:23][C:22]([S:25]([CH3:28])(=[O:27])=[O:26])=[CH:21][CH:20]=2)[N:11]2[C:16]=1[CH:15]=[C:14]([Cl:17])[CH:13]=[CH:12]2)[OH:7]. (3) Given the reactants [C:1]([C:4]1[CH:9]=[CH:8][C:7]([C:10]2[N:15]=[C:14]([NH2:16])[N:13]=[C:12]([N:17]3[C@H:22]([CH3:23])[CH2:21][CH2:20][C@H:19]([C:24]([OH:26])=O)[CH2:18]3)[CH:11]=2)=[CH:6][C:5]=1[F:27])(=[O:3])[CH3:2].CN(C(ON1N=NC2C=CC=NC1=2)=[N+](C)C)C.F[P-](F)(F)(F)(F)F.CCN(C(C)C)C(C)C.[CH2:61]([NH2:68])[C:62]1[CH:67]=[CH:66][CH:65]=[CH:64][CH:63]=1, predict the reaction product. The product is: [C:1]([C:4]1[CH:9]=[CH:8][C:7]([C:10]2[N:15]=[C:14]([NH2:16])[N:13]=[C:12]([N:17]3[C@H:22]([CH3:23])[CH2:21][CH2:20][C@H:19]([C:24]([NH:68][CH2:61][C:62]4[CH:67]=[CH:66][CH:65]=[CH:64][CH:63]=4)=[O:26])[CH2:18]3)[CH:11]=2)=[CH:6][C:5]=1[F:27])(=[O:3])[CH3:2]. (4) Given the reactants CCCC[N+](CCCC)(CCCC)CCCC.[F-].[Si]([O:26][CH2:27][CH:28]1[CH2:32][CH2:31][N:30]([C:33](=[O:38])[C:34]([F:37])([F:36])[F:35])[CH2:29]1)(C(C)(C)C)(C)C, predict the reaction product. The product is: [F:37][C:34]([F:35])([F:36])[C:33]([N:30]1[CH2:31][CH2:32][CH:28]([CH2:27][OH:26])[CH2:29]1)=[O:38].